This data is from Forward reaction prediction with 1.9M reactions from USPTO patents (1976-2016). The task is: Predict the product of the given reaction. (1) Given the reactants [CH3:1][S:2][C:3]1[C:4]2[N:11]=[C:10]([C:12]([OH:14])=O)[S:9][C:5]=2[N:6]=[CH:7][N:8]=1.[CH3:15][N:16]([CH3:22])[C:17](=[O:21])[CH2:18][NH:19][CH3:20], predict the reaction product. The product is: [CH3:15][N:16]([CH3:22])[C:17](=[O:21])[CH2:18][N:19]([CH3:20])[C:12]([C:10]1[S:9][C:5]2[N:6]=[CH:7][N:8]=[C:3]([S:2][CH3:1])[C:4]=2[N:11]=1)=[O:14]. (2) Given the reactants [Cl:1][C:2]1[CH:3]=[C:4]([CH:8]([NH:11][C:12]2[O:13][C:14]3[C:20]([O:21][CH3:22])=[CH:19][C:18]([C:23]([OH:25])=O)=[CH:17][C:15]=3[N:16]=2)[CH2:9][F:10])[CH:5]=[CH:6][CH:7]=1.Cl.CC1O[CH2:32][C@@H:31]([CH3:34])[NH:30][CH2:29]1.[CH:35](N(CC)C(C)C)(C)C.CN([C:47]([O:51]N1N=NC2C=CC=NC1=2)=[N+](C)C)C.F[P-](F)(F)(F)(F)F, predict the reaction product. The product is: [Cl:1][C:2]1[CH:3]=[C:4]([CH:8]([NH:11][C:12]2[O:13][C:14]3[C:20]([O:21][CH3:22])=[CH:19][C:18]([C:23]4([CH3:35])[O:25][CH2:34][C@@H:31]([CH3:32])[N:30]([CH:47]=[O:51])[CH2:29]4)=[CH:17][C:15]=3[N:16]=2)[CH2:9][F:10])[CH:5]=[CH:6][CH:7]=1.